From a dataset of Full USPTO retrosynthesis dataset with 1.9M reactions from patents (1976-2016). Predict the reactants needed to synthesize the given product. (1) Given the product [CH3:23][S:24]([O:15][CH2:14][CH:13]1[CH2:12][CH:11]2[CH:9]([CH2:10]2)[N:8]1[C:4]1[CH:5]=[N:6][CH:7]=[C:2]([Br:1])[CH:3]=1)(=[O:26])=[O:25], predict the reactants needed to synthesize it. The reactants are: [Br:1][C:2]1[CH:3]=[C:4]([N:8]2[CH:13]([CH2:14][OH:15])[CH2:12][CH:11]3[CH:9]2[CH2:10]3)[CH:5]=[N:6][CH:7]=1.C(N(CC)CC)C.[CH3:23][S:24](Cl)(=[O:26])=[O:25]. (2) Given the product [C:14]1([C@H:20]([NH:22][CH2:2][C:3]2[NH:4][C:5](=[O:13])[C:6]3[CH2:12][O:11][CH2:10][CH2:9][C:7]=3[N:8]=2)[CH3:21])[CH:19]=[CH:18][CH:17]=[CH:16][CH:15]=1, predict the reactants needed to synthesize it. The reactants are: Cl[CH2:2][C:3]1[NH:4][C:5](=[O:13])[C:6]2[CH2:12][O:11][CH2:10][CH2:9][C:7]=2[N:8]=1.[C:14]1([C@H:20]([NH2:22])[CH3:21])[CH:19]=[CH:18][CH:17]=[CH:16][CH:15]=1. (3) Given the product [Si:19]([O:18][CH2:17][CH:13]1[CH2:14][CH2:15][CH2:16][NH:11][CH2:12]1)([C:22]([CH3:25])([CH3:24])[CH3:23])([CH3:21])[CH3:20], predict the reactants needed to synthesize it. The reactants are: C(OC([N:11]1[CH2:16][CH2:15][CH2:14][CH:13]([CH2:17][O:18][Si:19]([C:22]([CH3:25])([CH3:24])[CH3:23])([CH3:21])[CH3:20])[CH2:12]1)=O)C1C=CC=CC=1.[H][H]. (4) Given the product [CH2:29]([C:4]1([CH2:1][CH:2]=[CH2:3])[N:13]2[CH2:14][CH2:15][C:16]3[C:21]([CH:12]2[CH2:11][C:10]2[CH:9]=[CH:8][C:7]([O:25][CH3:26])=[C:6]([O:27][CH3:28])[C:5]1=2)=[CH:20][C:19]1[O:22][CH2:23][O:24][C:18]=1[CH:17]=3)[CH:30]=[CH2:31], predict the reactants needed to synthesize it. The reactants are: [CH2:1]([C:4]1([CH2:29][CH:30]=[CH2:31])[N:13]2[CH2:14][CH2:15][C:16]3[C:21]([C:12]2=[CH:11][C:10]2[CH:9]=[CH:8][C:7]([O:25][CH3:26])=[C:6]([O:27][CH3:28])[C:5]1=2)=[CH:20][C:19]1[O:22][CH2:23][O:24][C:18]=1[CH:17]=3)[CH:2]=[CH2:3].[BH4-].[Na+]. (5) Given the product [C:28]([NH:1][C:2]1[O:3][C:4]2[C:9]([CH:10]([C:14]3[CH:19]=[C:18]([O:20][CH3:21])[C:17]([O:22][CH3:23])=[C:16]([Br:24])[CH:15]=3)[C:11]=1[C:12]#[N:13])=[CH:8][CH:7]=[C:6]([N:25]([CH3:27])[CH3:26])[CH:5]=2)(=[O:31])[CH:29]=[CH2:30], predict the reactants needed to synthesize it. The reactants are: [NH2:1][C:2]1[O:3][C:4]2[C:9]([CH:10]([C:14]3[CH:19]=[C:18]([O:20][CH3:21])[C:17]([O:22][CH3:23])=[C:16]([Br:24])[CH:15]=3)[C:11]=1[C:12]#[N:13])=[CH:8][CH:7]=[C:6]([N:25]([CH3:27])[CH3:26])[CH:5]=2.[C:28](Cl)(=[O:31])[CH:29]=[CH2:30].